Dataset: Full USPTO retrosynthesis dataset with 1.9M reactions from patents (1976-2016). Task: Predict the reactants needed to synthesize the given product. (1) Given the product [CH2:25]([O:29][C:30]1[CH:31]=[CH:32][C:33]([O:36][CH3:37])=[CH:34][C:35]=1[C:2]1[CH:7]=[CH:6][C:5]([CH2:8][O:9][C:10]2[CH:11]=[C:12]([CH2:16][CH2:17][C:18]([O:20][CH3:21])=[O:19])[CH:13]=[CH:14][CH:15]=2)=[CH:4][C:3]=1[CH3:22])[CH2:26][CH2:27][CH3:28], predict the reactants needed to synthesize it. The reactants are: Br[C:2]1[CH:7]=[CH:6][C:5]([CH2:8][O:9][C:10]2[CH:11]=[C:12]([CH2:16][CH2:17][C:18]([O:20][CH3:21])=[O:19])[CH:13]=[CH:14][CH:15]=2)=[CH:4][C:3]=1[CH3:22].[F-].[Cs+].[CH2:25]([O:29][C:30]1[CH:35]=[CH:34][C:33]([O:36][CH3:37])=[CH:32][C:31]=1B(O)O)[CH2:26][CH2:27][CH3:28]. (2) Given the product [CH3:35][NH:36][C:22](=[O:24])[C:21]1[CH:27]=[CH:28][CH:29]=[C:19]([C:16]2[N:14]3[CH:15]=[C:10]([C:7]4[CH:8]=[CH:9][C:4]([O:3][C:2]([F:1])([F:31])[F:30])=[CH:5][CH:6]=4)[CH:11]=[CH:12][C:13]3=[N:18][N:17]=2)[CH:20]=1, predict the reactants needed to synthesize it. The reactants are: [F:1][C:2]([F:31])([F:30])[O:3][C:4]1[CH:9]=[CH:8][C:7]([C:10]2[CH:11]=[CH:12][C:13]3[N:14]([C:16]([C:19]4[CH:20]=[C:21]([CH:27]=[CH:28][CH:29]=4)[C:22]([O:24]CC)=O)=[N:17][N:18]=3)[CH:15]=2)=[CH:6][CH:5]=1.CCO.[CH3:35][NH2:36].